Dataset: Catalyst prediction with 721,799 reactions and 888 catalyst types from USPTO. Task: Predict which catalyst facilitates the given reaction. (1) Reactant: [Si:1]([O:8][C@@H:9]([CH2:20][O:21][C:22]1[CH:27]=[CH:26][CH:25]=[C:24]([C:28]2[N:33]=[C:32]([Cl:34])[C:31]([CH3:35])=[C:30]([C:36]3[C:37]([CH3:42])=[N:38][O:39][C:40]=3[CH3:41])[N:29]=2)[CH:23]=1)[CH2:10][N:11]([CH3:19])[C:12](=[O:18])[O:13][C:14]([CH3:17])([CH3:16])[CH3:15])([C:4]([CH3:7])([CH3:6])[CH3:5])([CH3:3])[CH3:2].C1C(=O)N([Cl:50])C(=O)C1. Product: [Si:1]([O:8][C@@H:9]([CH2:20][O:21][C:22]1[CH:27]=[CH:26][C:25]([Cl:50])=[C:24]([C:28]2[N:33]=[C:32]([Cl:34])[C:31]([CH3:35])=[C:30]([C:36]3[C:37]([CH3:42])=[N:38][O:39][C:40]=3[CH3:41])[N:29]=2)[CH:23]=1)[CH2:10][N:11]([CH3:19])[C:12](=[O:18])[O:13][C:14]([CH3:15])([CH3:16])[CH3:17])([C:4]([CH3:5])([CH3:6])[CH3:7])([CH3:2])[CH3:3]. The catalyst class is: 31. (2) Reactant: C1(S([N:10]2[CH:14]=[CH:13][C:12]([C:15]([F:18])([F:17])[F:16])=[C:11]2[C:19]([NH:21][C:22]2[CH:27]=[CH:26][CH:25]=[CH:24][C:23]=2[CH3:28])=[O:20])(=O)=O)C=CC=CC=1.[OH-].[Na+]. Product: [C:23]1([CH3:28])[CH:24]=[CH:25][CH:26]=[CH:27][C:22]=1[NH:21][C:19]([C:11]1[NH:10][CH:14]=[CH:13][C:12]=1[C:15]([F:16])([F:17])[F:18])=[O:20]. The catalyst class is: 5. (3) Reactant: N1C=CC=CC=1.[NH2:7][C:8]1[CH:13]=[CH:12][CH:11]=[CH:10][C:9]=1[C:14]#[C:15][C:16]1[C:17]([O:26][CH3:27])=[CH:18][C:19]([O:24][CH3:25])=[C:20]([CH:23]=1)[CH:21]=[O:22].[C:28](Cl)(=[O:33])[C:29]([CH3:32])([CH3:31])[CH3:30]. Product: [CH:21]([C:20]1[C:19]([O:24][CH3:25])=[CH:18][C:17]([O:26][CH3:27])=[C:16]([C:15]#[C:14][C:9]2[CH:10]=[CH:11][CH:12]=[CH:13][C:8]=2[NH:7][C:28](=[O:33])[C:29]([CH3:32])([CH3:31])[CH3:30])[CH:23]=1)=[O:22]. The catalyst class is: 2. (4) Reactant: C(N(CC)CC)C.Cl.Cl.[CH3:10][CH:11]1[CH2:16][NH:15][CH2:14][CH2:13][N:12]1[C:17]1[N:22]=[CH:21][C:20]([O:23][CH2:24][C:25]2[C:30]([C:31]#[N:32])=[CH:29][N:28]=[CH:27][CH:26]=2)=[CH:19][N:18]=1.[C:33](=O)([O:41][C@H:42]([CH3:47])[C:43]([F:46])([F:45])[F:44])[O:34]C1C=CC=CC=1.FC(F)(F)[C@H](O)C. Product: [C:31]([C:30]1[CH:29]=[N:28][CH:27]=[CH:26][C:25]=1[CH2:24][O:23][C:20]1[CH:19]=[N:18][C:17]([N:12]2[CH2:13][CH2:14][N:15]([C:33]([O:41][C@H:42]([CH3:47])[C:43]([F:46])([F:45])[F:44])=[O:34])[CH2:16][C@H:11]2[CH3:10])=[N:22][CH:21]=1)#[N:32]. The catalyst class is: 373.